Dataset: Full USPTO retrosynthesis dataset with 1.9M reactions from patents (1976-2016). Task: Predict the reactants needed to synthesize the given product. (1) The reactants are: [OH:1][C@@H:2]1[CH2:6][CH2:5][O:4][CH2:3]1.C(NC(C)C)(C)C.[Li].[N:15]1([C:19]2[C:28]3[C:23](=[N:24][C:25](Cl)=[C:26]([Cl:29])[N:27]=3)[N:22]=[C:21]([Cl:31])[N:20]=2)[CH2:18][CH2:17][CH2:16]1.O. Given the product [N:15]1([C:19]2[C:28]3[C:23](=[N:24][C:25]([O:1][C@@H:2]4[CH2:6][CH2:5][O:4][CH2:3]4)=[C:26]([Cl:29])[N:27]=3)[N:22]=[C:21]([Cl:31])[N:20]=2)[CH2:18][CH2:17][CH2:16]1, predict the reactants needed to synthesize it. (2) The reactants are: Cl.C(CCP(CCC(O)=O)CCC(O)=O)(O)=O.[CH3:18][N:19]([CH2:33][C:34]([CH3:39])([S:36]SC)[CH3:35])[CH2:20][CH2:21][O:22][C:23]1[CH:28]=[C:27]([CH2:29][OH:30])[N:26]=[C:25]([CH2:31][OH:32])[CH:24]=1. Given the product [SH:36][C:34]([CH3:39])([CH3:35])[CH2:33][N:19]([CH3:18])[CH2:20][CH2:21][O:22][C:23]1[CH:24]=[C:25]([CH2:31][OH:32])[N:26]=[C:27]([CH2:29][OH:30])[CH:28]=1, predict the reactants needed to synthesize it. (3) Given the product [CH2:1]=[CH:2][C:3](=[CH2:4])[CH3:5].[CH2:1]=[CH:2][C:6]1[CH:11]=[CH:10][CH:9]=[CH:8][CH:7]=1.[CH2:1]=[CH:2][CH:3]=[CH2:4].[CH2:1]=[CH:2][C:3]1[CH:4]=[CH:11][CH:6]=[CH:7][CH:5]=1.[CH2:1]=[CH:2][CH:3]=[CH2:4].[CH2:1]=[CH:2][C:3](=[CH2:4])[CH3:5].[CH2:1]=[CH:2][C:3]1[CH:4]=[CH:11][CH:6]=[CH:7][CH:5]=1, predict the reactants needed to synthesize it. The reactants are: [CH2:1]=[CH:2][C:3](=[CH2:5])[CH3:4].[CH2:6]1[CH2:11][CH2:10][CH2:9][CH2:8][CH2:7]1.